Dataset: CYP3A4 inhibition data for predicting drug metabolism from PubChem BioAssay. Task: Regression/Classification. Given a drug SMILES string, predict its absorption, distribution, metabolism, or excretion properties. Task type varies by dataset: regression for continuous measurements (e.g., permeability, clearance, half-life) or binary classification for categorical outcomes (e.g., BBB penetration, CYP inhibition). Dataset: cyp3a4_veith. (1) The drug is CCOC(=O)c1sc2nc3c(cc2c1N)COC(C(C)C)C3. The result is 0 (non-inhibitor). (2) The result is 1 (inhibitor). The compound is O=C(c1cn(-c2ccccc2)nc1-c1cccs1)N1CCOCC1.